This data is from Forward reaction prediction with 1.9M reactions from USPTO patents (1976-2016). The task is: Predict the product of the given reaction. (1) Given the reactants [Al+3].[Cl-].[Cl-].[Cl-].[C:5]([C:7]([C:10]1[CH:18]=[CH:17][C:13]([C:14](Cl)=[O:15])=[CH:12][CH:11]=1)([CH3:9])[CH3:8])#[N:6].[Br:19][C:20]1[CH:21]=[C:22]2[C:26](=[CH:27][CH:28]=1)[N:25]([S:29]([C:32]1[CH:38]=[CH:37][C:35]([CH3:36])=[CH:34][CH:33]=1)(=[O:31])=[O:30])[CH:24]=[CH:23]2, predict the reaction product. The product is: [Br:19][C:20]1[CH:21]=[C:22]2[C:26](=[CH:27][CH:28]=1)[N:25]([S:29]([C:32]1[CH:38]=[CH:37][C:35]([CH3:36])=[CH:34][CH:33]=1)(=[O:31])=[O:30])[CH:24]=[C:23]2[C:14]([C:13]1[CH:17]=[CH:18][C:10]([C:7]([CH3:9])([CH3:8])[C:5]#[N:6])=[CH:11][CH:12]=1)=[O:15]. (2) Given the reactants [F:1][C:2]1[CH:3]=[CH:4][C:5]([CH2:12][C:13]([O:15]C(C)(C)C)=[O:14])=[C:6]2[C:11]=1[CH:10]=[N:9][CH:8]=[CH:7]2.C(O)=O, predict the reaction product. The product is: [F:1][C:2]1[CH:3]=[CH:4][C:5]([CH2:12][C:13]([OH:15])=[O:14])=[C:6]2[C:11]=1[CH:10]=[N:9][CH:8]=[CH:7]2.